Dataset: Peptide-MHC class I binding affinity with 185,985 pairs from IEDB/IMGT. Task: Regression. Given a peptide amino acid sequence and an MHC pseudo amino acid sequence, predict their binding affinity value. This is MHC class I binding data. The MHC is HLA-B40:01 with pseudo-sequence HLA-B40:01. The peptide sequence is EEDAAVDDL. The binding affinity (normalized) is 0.328.